The task is: Predict the reactants needed to synthesize the given product.. This data is from Full USPTO retrosynthesis dataset with 1.9M reactions from patents (1976-2016). (1) Given the product [CH2:29]([C:23]1([N:26]([CH3:28])[CH3:27])[CH2:24][CH2:25][C:17]2([CH2:16][NH:15][C:19](=[O:20])[CH2:18]2)[CH2:21][CH2:22]1)[CH2:30][CH2:31][CH3:32], predict the reactants needed to synthesize it. The reactants are: FC(F)(F)C(O)=O.C(OC([N:15]1[C:19](=[O:20])[CH2:18][C:17]2([CH2:25][CH2:24][C:23]([CH2:29][CH2:30][CH2:31][CH3:32])([N:26]([CH3:28])[CH3:27])[CH2:22][CH2:21]2)[CH2:16]1)=O)(C)(C)C. (2) Given the product [CH2:1]([C@H:3]1[N:12]([C:13](=[O:22])[C:14]2[CH:19]=[CH:18][C:17]([OH:20])=[CH:16][CH:15]=2)[C:11]2[C:6](=[CH:7][CH:8]=[C:9]([F:23])[CH:10]=2)[N:5]([CH:24]([CH3:26])[CH3:25])[C:4]1=[O:27])[CH3:2], predict the reactants needed to synthesize it. The reactants are: [CH2:1]([C@H:3]1[N:12]([C:13](=[O:22])[C:14]2[CH:19]=[CH:18][C:17]([O:20]C)=[CH:16][CH:15]=2)[C:11]2[C:6](=[CH:7][CH:8]=[C:9]([F:23])[CH:10]=2)[N:5]([CH:24]([CH3:26])[CH3:25])[C:4]1=[O:27])[CH3:2].C([C@H]1N(C(=O)C2C=CC(O)=CC=2)C2C(=CC(F)=CC=2)N(C)C1=O)C. (3) Given the product [CH:7]1([C:5]2[CH2:4][C:3](=[O:2])[NH:12][N:13]=2)[CH2:9][CH2:8]1, predict the reactants needed to synthesize it. The reactants are: C[O:2][C:3](=O)[CH2:4][C:5]([CH:7]1[CH2:9][CH2:8]1)=O.O.[NH2:12][NH2:13]. (4) Given the product [C:15]([C:2]1[CH:3]=[C:4]([N:8]([CH3:13])[S:9]([CH3:12])(=[O:11])=[O:10])[CH:5]=[CH:6][CH:7]=1)#[N:16], predict the reactants needed to synthesize it. The reactants are: Br[C:2]1[CH:3]=[C:4]([N:8]([CH3:13])[S:9]([CH3:12])(=[O:11])=[O:10])[CH:5]=[CH:6][CH:7]=1.[Cu](C#N)[C:15]#[N:16].[C-]#N.[K+].O. (5) Given the product [Br:11][C:12]1[CH:17]=[CH:16][N:15]=[C:14]([C:19]2([C:22]#[N:23])[CH2:21][CH2:20]2)[CH:13]=1, predict the reactants needed to synthesize it. The reactants are: [Li+].C[Si]([N-][Si](C)(C)C)(C)C.[Br:11][C:12]1[CH:17]=[CH:16][N:15]=[C:14](F)[CH:13]=1.[CH:19]1([C:22]#[N:23])[CH2:21][CH2:20]1.C1(C)C=CC=CC=1. (6) Given the product [Cl:1][C:2]1[CH:3]=[C:4]([N:9]2[C:13](=[O:14])[C:12](=[O:15])[NH:11][C:10]2=[N:16][C:17]([NH:19][CH:20]([CH3:22])[CH3:21])=[N:18][C:28]([O:27][C:23]([CH3:26])([CH3:25])[CH3:24])=[O:29])[CH:5]=[CH:6][C:7]=1[Cl:8], predict the reactants needed to synthesize it. The reactants are: [Cl:1][C:2]1[CH:3]=[C:4]([N:9]2[C:13](=[O:14])[C:12](=[O:15])[N:11]=[C:10]2[NH:16][C:17]([NH:19][CH:20]([CH3:22])[CH3:21])=[NH:18])[CH:5]=[CH:6][C:7]=1[Cl:8].[C:23]([O:27][C:28](O[C:28]([O:27][C:23]([CH3:26])([CH3:25])[CH3:24])=[O:29])=[O:29])([CH3:26])([CH3:25])[CH3:24]. (7) Given the product [Br:9][CH2:10][CH2:11][CH2:12][CH2:13][C:14]([C:1]1[CH:6]=[CH:5][CH:4]=[CH:3][CH:2]=1)([C:1]1[CH:6]=[CH:5][CH:4]=[CH:3][CH:2]=1)[OH:15], predict the reactants needed to synthesize it. The reactants are: [C:1]1([Mg]Br)[CH:6]=[CH:5][CH:4]=[CH:3][CH:2]=1.[Br:9][CH2:10][CH2:11][CH2:12][CH2:13][C:14](Cl)=[O:15].[Cl-].[NH4+]. (8) Given the product [CH3:1][O:2][C:3]([C:5]1[CH:10]=[C:9]([Br:11])[C:8](=[O:12])[N:7]([CH2:13][C:14]2[CH:15]=[CH:16][C:17]([C:20]#[N:21])=[CH:18][CH:19]=2)[C:6]=1[CH2:22][Br:23])=[O:4], predict the reactants needed to synthesize it. The reactants are: [CH3:1][O:2][C:3]([C:5]1[CH:10]=[C:9]([Br:11])[C:8](=[O:12])[N:7]([CH2:13][C:14]2[CH:19]=[CH:18][C:17]([C:20]#[N:21])=[CH:16][CH:15]=2)[C:6]=1[CH3:22])=[O:4].[Br:23]N1C(=O)CCC1=O.C(OOC(=O)C1C=CC=CC=1)(=O)C1C=CC=CC=1. (9) Given the product [F:1][C:2]1[CH:37]=[CH:36][CH:35]=[C:34]([F:38])[C:3]=1[CH2:4][O:5][C:6]1[C:7]2[N:8]([C:12]([C:16]([NH:18][C:19]([C:27]3[CH:32]=[CH:31][CH:30]=[C:29]([CH3:33])[CH:28]=3)([CH2:24][OH:23])[CH2:20][OH:21])=[O:17])=[C:13]([CH3:15])[N:14]=2)[CH:9]=[CH:10][CH:11]=1, predict the reactants needed to synthesize it. The reactants are: [F:1][C:2]1[CH:37]=[CH:36][CH:35]=[C:34]([F:38])[C:3]=1[CH2:4][O:5][C:6]1[C:7]2[N:8]([C:12]([C:16]([NH:18][C:19]3([C:27]4[CH:32]=[CH:31][CH:30]=[C:29]([CH3:33])[CH:28]=4)[CH2:24][O:23]C(C)(C)[O:21][CH2:20]3)=[O:17])=[C:13]([CH3:15])[N:14]=2)[CH:9]=[CH:10][CH:11]=1.O1CCOCC1.Cl.C(=O)([O-])O.[Na+]. (10) Given the product [Cl:1][C:2]1[C:3]([CH3:39])=[N:4][O:5][C:6]=1[NH:7][S:8]([C:11]1[C:19]2[C:14](=[N:15][CH:16]=[CH:17][CH:18]=2)[S:13][C:12]=1[C:20](=[O:32])[CH2:21][CH2:22][C:23]1[CH:28]=[CH:27][C:26]2[O:29][CH2:30][O:31][C:25]=2[CH:24]=1)(=[O:9])=[O:10], predict the reactants needed to synthesize it. The reactants are: [Cl:1][C:2]1[C:3]([CH3:39])=[N:4][O:5][C:6]=1[N:7](COCCOC)[S:8]([C:11]1[C:19]2[C:14](=[N:15][CH:16]=[CH:17][CH:18]=2)[S:13][C:12]=1[C:20](=[O:32])[CH2:21][CH2:22][C:23]1[CH:28]=[CH:27][C:26]2[O:29][CH2:30][O:31][C:25]=2[CH:24]=1)(=[O:10])=[O:9].Cl.